This data is from Forward reaction prediction with 1.9M reactions from USPTO patents (1976-2016). The task is: Predict the product of the given reaction. (1) Given the reactants [Br:1][C:2]1[CH:15]=[CH:14][C:13]2[O:12][C:11]3[C:6](=[CH:7][C:8]([OH:16])=[CH:9][CH:10]=3)[C:5]3([CH2:21][O:20][CH2:19][C:18](=[O:22])[NH:17]3)[C:4]=2[CH:3]=1.C(=O)([O-])[O-].[Cs+].[Cs+].I[CH2:30][C:31]([CH3:34])([CH3:33])[CH3:32], predict the reaction product. The product is: [Br:1][C:2]1[CH:15]=[CH:14][C:13]2[O:12][C:11]3[C:6](=[CH:7][C:8]([O:16][CH2:30][C:31]([CH3:34])([CH3:33])[CH3:32])=[CH:9][CH:10]=3)[C@:5]3([CH2:21][O:20][CH2:19][C:18](=[O:22])[NH:17]3)[C:4]=2[CH:3]=1. (2) Given the reactants [C:1]([O:5][C:6]([NH:8][C@H:9]([C:12]([OH:14])=[O:13])[CH2:10][OH:11])=[O:7])([CH3:4])([CH3:3])[CH3:2].[H-].[Na+].[CH3:17][O:18][C:19]1[CH:26]=[CH:25][C:22]([CH2:23]Cl)=[CH:21][CH:20]=1, predict the reaction product. The product is: [C:1]([O:5][C:6]([NH:8][C@H:9]([C:12]([OH:14])=[O:13])[CH2:10][O:11][CH2:23][C:22]1[CH:25]=[CH:26][C:19]([O:18][CH3:17])=[CH:20][CH:21]=1)=[O:7])([CH3:4])([CH3:2])[CH3:3]. (3) Given the reactants [Br:1][C:2]1[CH:3]=[CH:4][C:5]([CH2:8][C:9]#[N:10])=[N:6][CH:7]=1.Br[CH2:12][CH2:13][O:14][CH2:15][CH2:16]Br.[OH-].[Na+], predict the reaction product. The product is: [Br:1][C:2]1[CH:3]=[CH:4][C:5]([C:8]2([C:9]#[N:10])[CH2:16][CH2:15][O:14][CH2:13][CH2:12]2)=[N:6][CH:7]=1. (4) Given the reactants [Cl:1][C:2]1[CH:3]=[C:4]([C:34]2[CH:39]=[CH:38][C:37]([C:40]([F:43])([F:42])[F:41])=[CH:36][CH:35]=2)[CH:5]=[CH:6][C:7]=1[CH2:8][O:9][C:10]1[CH:15]=[CH:14][CH:13]=[CH:12][C:11]=1[CH2:16][CH2:17][NH:18][CH:19]1[CH2:28][CH2:27][CH2:26][C:25]2[N:24]=[C:23]([C:29]([O:31][CH2:32][CH3:33])=[O:30])[CH:22]=[CH:21][C:20]1=2.I[CH2:45][CH2:46][C:47]1[CH:56]=[CH:55][C:50]([C:51]([O:53][CH3:54])=[O:52])=[CH:49][CH:48]=1.C(=O)([O-])[O-].[Na+].[Na+].C(=O)([O-])[O-].[K+].[K+], predict the reaction product. The product is: [Cl:1][C:2]1[CH:3]=[C:4]([C:34]2[CH:35]=[CH:36][C:37]([C:40]([F:43])([F:41])[F:42])=[CH:38][CH:39]=2)[CH:5]=[CH:6][C:7]=1[CH2:8][O:9][C:10]1[CH:15]=[CH:14][CH:13]=[CH:12][C:11]=1[CH2:16][CH2:17][N:18]([CH2:45][CH2:46][C:47]1[CH:56]=[CH:55][C:50]([C:51]([O:53][CH3:54])=[O:52])=[CH:49][CH:48]=1)[CH:19]1[CH2:28][CH2:27][CH2:26][C:25]2[N:24]=[C:23]([C:29]([O:31][CH2:32][CH3:33])=[O:30])[CH:22]=[CH:21][C:20]1=2. (5) Given the reactants [F:8][C:7]([F:10])([F:9])[C:6](O[C:6](=[O:11])[C:7]([F:10])([F:9])[F:8])=[O:11].[Cl:14][C:15]1[CH:16]=[C:17]([CH:34]=[CH:35][C:36]=1[Cl:37])[O:18][C:19]1[C:24](=[O:25])[NH:23][C:22]([C:26](=[N:28]O)[NH2:27])=[N:21][C:20]=1[C:30]([F:33])([F:32])[F:31].O, predict the reaction product. The product is: [Cl:14][C:15]1[CH:16]=[C:17]([CH:34]=[CH:35][C:36]=1[Cl:37])[O:18][C:19]1[C:24](=[O:25])[NH:23][C:22]([C:26]2[N:27]=[C:6]([C:7]([F:8])([F:9])[F:10])[O:11][N:28]=2)=[N:21][C:20]=1[C:30]([F:33])([F:32])[F:31]. (6) Given the reactants [NH2:1][C:2]1[CH:7]=[C:6]([N:8]2[CH2:12][CH2:11][C@:10]([CH:15]3[CH2:17][CH2:16]3)([C:13]#[N:14])[C:9]2=[O:18])[CH:5]=[CH:4][N:3]=1.Cl[C:20]1[N:25]=[CH:24][C:23]([C:26]2([C:29]([N:31]3[CH:36]4[CH2:37][CH2:38][CH:32]3[CH2:33][O:34][CH2:35]4)=[O:30])[CH2:28][CH2:27]2)=[CH:22][CH:21]=1.C(=O)([O-])[O-].[K+].[K+].C1(P(C2CCCCC2)C2C(OC)=CC=C(OC)C=2C2C(C(C)C)=CC(C(C)C)=CC=2C(C)C)CCCCC1.C(=O)([O-])O.[Na+], predict the reaction product. The product is: [CH:15]1([C@:10]2([C:13]#[N:14])[CH2:11][CH2:12][N:8]([C:6]3[CH:5]=[CH:4][N:3]=[C:2]([NH:1][C:20]4[CH:21]=[CH:22][C:23]([C:26]5([C:29]([N:31]6[CH:36]7[CH2:37][CH2:38][CH:32]6[CH2:33][O:34][CH2:35]7)=[O:30])[CH2:28][CH2:27]5)=[CH:24][N:25]=4)[CH:7]=3)[C:9]2=[O:18])[CH2:17][CH2:16]1. (7) Given the reactants [C:1]([N:4]1[CH2:9][CH2:8][C:7]2[N:10]([C@H:36]3[CH2:40][CH2:39][O:38][CH2:37]3)[N:11]=[C:12]([N:13]3[C:22]4[C:17](=[CH:18][C:19]([C:23]5[CH:24]=[N:25][N:26]([CH3:28])[CH:27]=5)=[CH:20][CH:21]=4)[N:16](C(OC(C)(C)C)=O)[CH2:15][CH2:14]3)[C:6]=2[CH2:5]1)(=[O:3])[CH3:2].Cl, predict the reaction product. The product is: [CH3:28][N:26]1[CH:27]=[C:23]([C:19]2[CH:18]=[C:17]3[C:22](=[CH:21][CH:20]=2)[N:13]([C:12]2[C:6]4[CH2:5][N:4]([C:1](=[O:3])[CH3:2])[CH2:9][CH2:8][C:7]=4[N:10]([C@H:36]4[CH2:40][CH2:39][O:38][CH2:37]4)[N:11]=2)[CH2:14][CH2:15][NH:16]3)[CH:24]=[N:25]1. (8) Given the reactants [H-].[Na+].[Br:3][C:4]1[CH:9]=[N:8][CH:7]=[C:6]2[NH:10][CH:11]=[CH:12][C:5]=12.[C:13](=[O:26])([O-])[O:14][C:15]1[CH:20]=CC=C[C:16]=1C(C)(C)C.[CH2:27]1COCC1, predict the reaction product. The product is: [Br:3][C:4]1[CH:9]=[N:8][CH:7]=[C:6]2[N:10]([C:13]([O:14][C:15]([CH3:16])([CH3:20])[CH3:27])=[O:26])[CH:11]=[CH:12][C:5]=12. (9) Given the reactants [C:1]([O:5][C:6]([N:8]1[C@H:12]([CH2:13][N:14]2[CH:18]=[CH:17][C:16]([N+:19]([O-])=O)=[N:15]2)[CH2:11][O:10][C:9]1([CH3:23])[CH3:22])=[O:7])([CH3:4])([CH3:3])[CH3:2].[H][H], predict the reaction product. The product is: [C:1]([O:5][C:6]([N:8]1[C@H:12]([CH2:13][N:14]2[CH:18]=[CH:17][C:16]([NH2:19])=[N:15]2)[CH2:11][O:10][C:9]1([CH3:23])[CH3:22])=[O:7])([CH3:4])([CH3:2])[CH3:3]. (10) Given the reactants Br[C:2]1[CH:11]=[CH:10][C:9]2[C:4](=[CH:5][CH:6]=[CH:7][CH:8]=2)[N:3]=1.[CH3:12][O:13][C:14]1[CH:15]=[C:16](B(O)O)[CH:17]=[CH:18][CH:19]=1.C([O-])([O-])=O.[K+].[K+], predict the reaction product. The product is: [N:3]1[C:4]2[C:9](=[CH:8][CH:7]=[CH:6][CH:5]=2)[CH:10]=[CH:11][C:2]=1[C:18]1[CH:19]=[C:14]([OH:13])[CH:15]=[CH:16][CH:17]=1.[CH3:12][O:13][C:14]1[CH:19]=[C:18]([C:2]2[CH:11]=[CH:10][C:9]3[C:4](=[CH:5][CH:6]=[CH:7][CH:8]=3)[N:3]=2)[CH:17]=[CH:16][CH:15]=1.